Dataset: Reaction yield outcomes from USPTO patents with 853,638 reactions. Task: Predict the reaction yield, written as a fraction of the theoretical maximum amount of product (1.0 means a 100% yield; for example, 0.34 means a 34% yield). (1) The reactants are [C:1]([C:3]1[CH:4]=[C:5]([C:13]2[S:14][C:15]([C:18]3[CH:26]=[CH:25][CH:24]=[C:23]4[C:19]=3[CH2:20][CH2:21][C@@H:22]4[NH:27][S:28]([CH2:31][C:32](OC)=[O:33])(=[O:30])=[O:29])=[CH:16][N:17]=2)[CH:6]=[CH:7][C:8]=1[O:9][CH:10]([CH3:12])[CH3:11])#[N:2].[BH4-].[Na+].CO. The catalyst is C1COCC1. The product is [C:1]([C:3]1[CH:4]=[C:5]([C:13]2[S:14][C:15]([C:18]3[CH:26]=[CH:25][CH:24]=[C:23]4[C:19]=3[CH2:20][CH2:21][C@@H:22]4[NH:27][S:28]([CH2:31][CH2:32][OH:33])(=[O:29])=[O:30])=[CH:16][N:17]=2)[CH:6]=[CH:7][C:8]=1[O:9][CH:10]([CH3:12])[CH3:11])#[N:2]. The yield is 0.640. (2) The reactants are Br[C:2]1[N:7]=[C:6]([C:8]2[N:12]([CH3:13])[C:11]3[CH:14]=[CH:15][CH:16]=[CH:17][C:10]=3[N:9]=2)[CH:5]=[CH:4][CH:3]=1.[NH:18]1[CH2:23][CH2:22][NH:21][CH2:20][CH2:19]1.CS(C)=O.[F-].[Cs+]. The catalyst is C(O)(C)C. The product is [CH3:13][N:12]1[C:11]2[CH:14]=[CH:15][CH:16]=[CH:17][C:10]=2[N:9]=[C:8]1[C:6]1[CH:5]=[CH:4][CH:3]=[C:2]([N:18]2[CH2:23][CH2:22][NH:21][CH2:20][CH2:19]2)[N:7]=1. The yield is 0.810.